Dataset: Reaction yield outcomes from USPTO patents with 853,638 reactions. Task: Predict the reaction yield, written as a fraction of the theoretical maximum amount of product (1.0 means a 100% yield; for example, 0.34 means a 34% yield). (1) The reactants are [C:1]1([N:7]2[C:11]([C:12]([F:15])([F:14])[F:13])=[CH:10][C:9]([NH:16][C:17](=[O:25])OC3C=CC=CC=3)=[N:8]2)[CH:6]=[CH:5][CH:4]=[CH:3][CH:2]=1.[CH3:26][O:27][C:28]1[CH:29]=[C:30]2[C:35](=[CH:36][C:37]=1[O:38][CH3:39])[N:34]=[CH:33][N:32]=[C:31]2[S:40][C:41]1[CH:42]=[C:43]([CH:45]=[CH:46][CH:47]=1)[NH2:44].C(N(CC)C(C)C)(C)C. The catalyst is C1COCC1. The product is [CH3:26][O:27][C:28]1[CH:29]=[C:30]2[C:35](=[CH:36][C:37]=1[O:38][CH3:39])[N:34]=[CH:33][N:32]=[C:31]2[S:40][C:41]1[CH:42]=[C:43]([NH:44][C:17]([NH:16][C:9]2[CH:10]=[C:11]([C:12]([F:13])([F:14])[F:15])[N:7]([C:1]3[CH:2]=[CH:3][CH:4]=[CH:5][CH:6]=3)[N:8]=2)=[O:25])[CH:45]=[CH:46][CH:47]=1. The yield is 0.450. (2) The reactants are O[CH2:2][C:3]1[CH:12]=[N:11][C:10]2[N:9]3[CH2:13][CH2:14][CH2:15][CH2:16][C@H:8]3[C:7](=[O:17])[NH:6][C:5]=2[CH:4]=1.Cl.Cl.[CH3:20][NH:21][C:22](=[O:36])[C:23]1[CH:28]=[CH:27][C:26]([N:29]2[CH2:34][CH2:33][NH:32][CH2:31][CH2:30]2)=[C:25]([CH3:35])[CH:24]=1.[I-].C(C[P+](C)(C)C)#N.C(N(CC)C(C)C)(C)C. The catalyst is C(#N)CC. The product is [CH3:20][NH:21][C:22](=[O:36])[C:23]1[CH:28]=[CH:27][C:26]([N:29]2[CH2:34][CH2:33][N:32]([CH2:2][C:3]3[CH:12]=[N:11][C:10]4[N:9]5[CH2:13][CH2:14][CH2:15][CH2:16][C@H:8]5[C:7](=[O:17])[NH:6][C:5]=4[CH:4]=3)[CH2:31][CH2:30]2)=[C:25]([CH3:35])[CH:24]=1. The yield is 0.142. (3) The reactants are [Si:1](Cl)([C:4]([CH3:7])([CH3:6])[CH3:5])([CH3:3])[CH3:2].[CH:9]1([OH:16])[CH2:14][CH2:13][CH:12]([OH:15])[CH2:11][CH2:10]1.N1C=CN=C1. The yield is 0.660. The product is [C:4]([Si:1]([CH3:3])([CH3:2])[O:15][CH:12]1[CH2:13][CH2:14][CH:9]([OH:16])[CH2:10][CH2:11]1)([CH3:7])([CH3:6])[CH3:5]. The catalyst is CN(C)C=O.O1CCCC1.[Cl-].[Na+].O.